This data is from Forward reaction prediction with 1.9M reactions from USPTO patents (1976-2016). The task is: Predict the product of the given reaction. Given the reactants [OH:1][C:2]1[CH:3]=[C:4]([C:8]#[C:9][C:10]2[CH:11]=[C:12]([C:16]([N:18]=[S@:19]([CH2:27][C:28]([O:30]CC)=O)([C:21]3[CH:26]=[CH:25][CH:24]=[CH:23][CH:22]=3)=[O:20])=[O:17])[CH:13]=[N:14][CH:15]=2)[CH:5]=[CH:6][CH:7]=1.[CH3:33][NH2:34], predict the reaction product. The product is: [OH:1][C:2]1[CH:3]=[C:4]([C:8]#[C:9][C:10]2[CH:15]=[N:14][CH:13]=[C:12]([CH:11]=2)[C:16]([N:18]=[S:19]([CH2:27][C:28]([NH:34][CH3:33])=[O:30])(=[O:20])[C:21]2[CH:22]=[CH:23][CH:24]=[CH:25][CH:26]=2)=[O:17])[CH:5]=[CH:6][CH:7]=1.